The task is: Predict the reactants needed to synthesize the given product.. This data is from Full USPTO retrosynthesis dataset with 1.9M reactions from patents (1976-2016). (1) Given the product [C:22]1([O:21][C:19](=[O:20])[NH:9][C:8]2[CH:7]=[C:6]([C:5]3[O:1][CH:2]=[N:3][CH:4]=3)[CH:12]=[C:11]([C:13]3[O:17][CH:16]=[N:15][CH:14]=3)[CH:10]=2)[CH:27]=[CH:26][CH:25]=[CH:24][CH:23]=1, predict the reactants needed to synthesize it. The reactants are: [O:1]1[C:5]([C:6]2[CH:7]=[C:8]([CH:10]=[C:11]([C:13]3[O:17][CH:16]=[N:15][CH:14]=3)[CH:12]=2)[NH2:9])=[CH:4][N:3]=[CH:2]1.Cl[C:19]([O:21][C:22]1[CH:27]=[CH:26][CH:25]=[CH:24][CH:23]=1)=[O:20].N1C=CC=CC=1. (2) Given the product [CH2:18]([C:20]1[CH:28]=[CH:27][C:23]([C:24]([NH:1][C:2]2[CH:7]=[CH:6][C:5]([S:8](=[O:10])(=[O:9])[NH:11][C@H:12]3[CH2:16][CH2:15][O:14][C:13]3=[O:17])=[CH:4][CH:3]=2)=[O:25])=[CH:22][CH:21]=1)[CH3:19], predict the reactants needed to synthesize it. The reactants are: [NH2:1][C:2]1[CH:7]=[CH:6][C:5]([S:8]([NH:11][C@H:12]2[CH2:16][CH2:15][O:14][C:13]2=[O:17])(=[O:10])=[O:9])=[CH:4][CH:3]=1.[CH2:18]([C:20]1[CH:28]=[CH:27][C:23]([C:24](Cl)=[O:25])=[CH:22][CH:21]=1)[CH3:19].